This data is from Forward reaction prediction with 1.9M reactions from USPTO patents (1976-2016). The task is: Predict the product of the given reaction. (1) Given the reactants [NH2:1][C:2]1[C:3]([Cl:18])=[N:4][C:5]2[C:10]([C:11]=1[NH:12][CH2:13][C:14]([CH3:17])([OH:16])[CH3:15])=[CH:9][CH:8]=[CH:7][CH:6]=2.[CH3:19][O:20][CH2:21][CH2:22][N:23]=[C:24]=S, predict the reaction product. The product is: [Cl:18][C:3]1[C:2]2[N:1]=[C:24]([NH:23][CH2:22][CH2:21][O:20][CH3:19])[N:12]([CH2:13][C:14]([CH3:15])([OH:16])[CH3:17])[C:11]=2[C:10]2[CH:9]=[CH:8][CH:7]=[CH:6][C:5]=2[N:4]=1. (2) Given the reactants CC(S[C@@H]1O[C@H](CO)[C@H](O)[C@H](O)[C@H]1O)C.CC1(C)S[C@@H]2[C@H](NC([C@H](N)C3C=CC=CC=3)=O)C(=O)N2[C@H]1C(O)=O.[CH3:40][C:41]1[CH:46]=[CH:45][CH:44]=[CH:43][C:42]=1[C:47](=[O:52])[C:48]([NH:50][CH3:51])=[O:49].C1N=C(N)C2N=CN([C@@H]3O[C@H](COP(OP(OC[C@H]4O[C@@H](N5C=C(C(N)=O)CC=C5)[C@H](O)[C@@H]4O)(O)=O)(O)=O)[C@@H](O)[C@H]3OP(O)(O)=O)C=2N=1.P([O-])([O-])([O-])=O, predict the reaction product. The product is: [CH3:40][C:41]1[CH:46]=[CH:45][CH:44]=[CH:43][C:42]=1[CH:47]([OH:52])[C:48]([NH:50][CH3:51])=[O:49]. (3) Given the reactants [OH:1][CH:2]1[CH2:6][CH2:5][C:4]([C:7]2[C:11]3[CH2:12][N:13]([C:16]([O:18][C:19]([CH3:22])([CH3:21])[CH3:20])=[O:17])[CH2:14][CH2:15][C:10]=3[N:9]([CH2:23][O:24][CH2:25][CH2:26][Si:27]([CH3:30])([CH3:29])[CH3:28])[N:8]=2)=[CH:3]1, predict the reaction product. The product is: [OH:1][CH:2]1[CH2:6][CH2:5][CH:4]([C:7]2[C:11]3[CH2:12][N:13]([C:16]([O:18][C:19]([CH3:20])([CH3:21])[CH3:22])=[O:17])[CH2:14][CH2:15][C:10]=3[N:9]([CH2:23][O:24][CH2:25][CH2:26][Si:27]([CH3:30])([CH3:29])[CH3:28])[N:8]=2)[CH2:3]1. (4) The product is: [CH2:19]([O:18][C:12]([C:13]1[C:2]([CH3:1])=[C:3]([C:4](=[O:6])[CH3:5])[NH:8][C:14]=1[CH3:16])=[O:17])[CH3:20]. Given the reactants [CH3:1][C:2](=O)[CH2:3][C:4](=[O:6])[CH3:5].[N:8]([O-])=O.[Na+].[C:12]([O:18][CH2:19][CH3:20])(=[O:17])[CH2:13][C:14]([CH3:16])=O, predict the reaction product. (5) Given the reactants [NH2:1][NH:2][C:3]([C:5]1[C:14]2[C:9](=CC=CC=2)[CH:8]=[CH:7][N:6]=1)=[NH:4].[CH:15]([C:18]1[CH:25]=[CH:24][C:21]([CH:22]=O)=[CH:20][CH:19]=1)([CH3:17])[CH3:16], predict the reaction product. The product is: [CH:15]([C:18]1[CH:25]=[CH:24][C:21]([C:22]2[NH:1][N:2]=[C:3]([C:5]3[CH:14]=[CH:9][CH:8]=[CH:7][N:6]=3)[N:4]=2)=[CH:20][CH:19]=1)([CH3:17])[CH3:16]. (6) Given the reactants [N:1]([C@H:4]1[CH2:9][C@@H:8]([O:10][CH3:11])[CH2:7][N:6]([C:12]([O:14][CH2:15][C:16]2[CH:21]=[CH:20][CH:19]=[CH:18][CH:17]=2)=[O:13])[CH2:5]1)=[N+]=[N-].CP(C)C.[C:26](O[C:26]([O:28][C:29]([CH3:32])([CH3:31])[CH3:30])=[O:27])([O:28][C:29]([CH3:32])([CH3:31])[CH3:30])=[O:27], predict the reaction product. The product is: [C:29]([O:28][C:26]([NH:1][C@H:4]1[CH2:9][C@@H:8]([O:10][CH3:11])[CH2:7][N:6]([C:12]([O:14][CH2:15][C:16]2[CH:21]=[CH:20][CH:19]=[CH:18][CH:17]=2)=[O:13])[CH2:5]1)=[O:27])([CH3:32])([CH3:31])[CH3:30].